The task is: Predict the reaction yield, written as a fraction of the theoretical maximum amount of product (1.0 means a 100% yield; for example, 0.34 means a 34% yield).. This data is from Reaction yield outcomes from USPTO patents with 853,638 reactions. (1) The reactants are [CH:1]1([N:7]2[CH2:11][CH2:10][CH:9]([CH2:12][C:13]3[C:18]([Cl:19])=[CH:17][C:16]([C:20]4[CH:25]=[CH:24][C:23]([C:26]([N:28]5[CH2:33][CH2:32][N:31]6[CH2:34]CC[CH:30]6[CH2:29]5)=[O:27])=[CH:22][CH:21]=4)=[CH:15][C:14]=3[Cl:37])[C:8]2=[O:38])[CH2:6][CH2:5][CH2:4][CH2:3][CH2:2]1.[H-].[Na+].IC.CC(C)=[O:45].C(OCC)C. The catalyst is CN(C)C=O.C(OCC)(=O)C. The product is [Cl:37][C:14]1[CH:15]=[C:16]([C:20]2[CH:25]=[CH:24][C:23]([C:26]([N:28]3[CH2:33][CH2:32][N:31]([CH3:34])[C:30](=[O:45])[CH2:29]3)=[O:27])=[CH:22][CH:21]=2)[CH:17]=[C:18]([Cl:19])[C:13]=1[CH2:12][CH:9]1[CH2:10][CH2:11][N:7]([CH:1]2[CH2:6][CH2:5][CH2:4][CH2:3][CH2:2]2)[C:8]1=[O:38]. The yield is 0.320. (2) The reactants are [ClH:1].[CH2:2]([C:9]1[N:10]=[C:11]([NH2:14])[NH:12][CH:13]=1)[CH2:3][CH2:4][CH2:5][CH2:6][C:7]#[CH:8].[N:15]([CH2:18][C:19]([CH3:27])=[CH:20][C:21]1[CH:26]=[CH:25][CH:24]=[CH:23][CH:22]=1)=[N+:16]=[N-:17]. No catalyst specified. The product is [ClH:1].[CH3:27][C:19](=[CH:20][C:21]1[CH:26]=[CH:25][CH:24]=[CH:23][CH:22]=1)[CH2:18][N:15]1[CH:8]=[C:7]([CH2:6][CH2:5][CH2:4][CH2:3][CH2:2][C:9]2[N:10]=[C:11]([NH2:14])[NH:12][CH:13]=2)[N:17]=[N:16]1. The yield is 0.650. (3) The reactants are [F:1][C@@H:2]1[CH2:7][C@@H:6](O)[CH2:5][N:4]([C:9]([O:11][CH2:12][C:13]2[CH:18]=[CH:17][CH:16]=[CH:15][CH:14]=2)=[O:10])[CH2:3]1.C(N(CC)CC)C.CS(Cl)(=O)=O.[N-:31]=[N+:32]=[N-:33].[Na+]. The catalyst is ClCCl.C(OCC)C.CCOC(C)=O. The product is [N:31]([C@H:6]1[CH2:7][C@@H:2]([F:1])[CH2:3][N:4]([C:9]([O:11][CH2:12][C:13]2[CH:18]=[CH:17][CH:16]=[CH:15][CH:14]=2)=[O:10])[CH2:5]1)=[N+:32]=[N-:33]. The yield is 0.900.